This data is from Peptide-MHC class I binding affinity with 185,985 pairs from IEDB/IMGT. The task is: Regression. Given a peptide amino acid sequence and an MHC pseudo amino acid sequence, predict their binding affinity value. This is MHC class I binding data. (1) The peptide sequence is FMVFLQTHI. The MHC is HLA-A30:02 with pseudo-sequence HLA-A30:02. The binding affinity (normalized) is 0.00781. (2) The peptide sequence is EVRKAIEFV. The MHC is HLA-B15:17 with pseudo-sequence HLA-B15:17. The binding affinity (normalized) is 0.0847. (3) The peptide sequence is TPGPGIRYPL. The MHC is HLA-B53:01 with pseudo-sequence HLA-B53:01. The binding affinity (normalized) is 0.106. (4) The peptide sequence is WKFDSRLAL. The MHC is HLA-A23:01 with pseudo-sequence HLA-A23:01. The binding affinity (normalized) is 0.0525. (5) The peptide sequence is RLVDDFLLV. The MHC is HLA-A02:02 with pseudo-sequence HLA-A02:02. The binding affinity (normalized) is 0.778. (6) The peptide sequence is AEMEEALRGL. The binding affinity (normalized) is 0.763. The MHC is HLA-B40:01 with pseudo-sequence HLA-B40:01. (7) The peptide sequence is AWCWFGGKW. The MHC is Mamu-A20102 with pseudo-sequence Mamu-A20102. The binding affinity (normalized) is 0.122. (8) The peptide sequence is RVCWLHECT. The MHC is HLA-A30:01 with pseudo-sequence HLA-A30:01. The binding affinity (normalized) is 0.0283. (9) The peptide sequence is LIPETVPYI. The MHC is HLA-B53:01 with pseudo-sequence HLA-B53:01. The binding affinity (normalized) is 0.390. (10) The peptide sequence is ALSAGVGAV. The MHC is HLA-A02:03 with pseudo-sequence HLA-A02:03. The binding affinity (normalized) is 0.946.